Dataset: Full USPTO retrosynthesis dataset with 1.9M reactions from patents (1976-2016). Task: Predict the reactants needed to synthesize the given product. (1) Given the product [ClH:1].[CH:13]1([NH:16][C:10]2[C:9]3[C:4](=[CH:5][CH:6]=[CH:7][CH:8]=3)[N:3]=[C:2]([N:19]3[C:18]([CH3:17])=[CH:22][C:21]([CH3:23])=[N:20]3)[N:11]=2)[CH2:15][CH2:14]1, predict the reactants needed to synthesize it. The reactants are: [Cl:1][C:2]1[N:11]=[C:10](Cl)[C:9]2[C:4](=[CH:5][CH:6]=[CH:7][CH:8]=2)[N:3]=1.[CH:13]1([NH2:16])[CH2:15][CH2:14]1.[CH3:17][C:18]1[CH:22]=[C:21]([CH3:23])[NH:20][N:19]=1. (2) Given the product [CH3:1][O:2][CH2:3][CH2:4][CH2:5][N:6]1[C:11]2[CH:12]=[C:13]([CH2:16][O:17][C@H:18]3[CH2:23][N:22]([S:24]([C:27]4[CH:32]=[CH:31][C:30]([CH3:33])=[CH:29][CH:28]=4)(=[O:26])=[O:25])[C@H:21]([CH2:34][C:35]([CH3:39])([CH3:40])[C:36]([NH:52][CH2:51][C@H:50]4[CH2:49][CH2:48][O:47][CH2:46][C@@H:45]4[O:44][CH3:43])=[O:38])[CH2:20][CH2:19]3)[CH:14]=[CH:15][C:10]=2[O:9][C:8]([CH3:41])([CH3:42])[CH2:7]1, predict the reactants needed to synthesize it. The reactants are: [CH3:1][O:2][CH2:3][CH2:4][CH2:5][N:6]1[C:11]2[CH:12]=[C:13]([CH2:16][O:17][C@H:18]3[CH2:23][N:22]([S:24]([C:27]4[CH:32]=[CH:31][C:30]([CH3:33])=[CH:29][CH:28]=4)(=[O:26])=[O:25])[C@H:21]([CH2:34][C:35]([CH3:40])([CH3:39])[C:36]([OH:38])=O)[CH2:20][CH2:19]3)[CH:14]=[CH:15][C:10]=2[O:9][C:8]([CH3:42])([CH3:41])[CH2:7]1.[CH3:43][O:44][C@@H:45]1[C@@H:50]([CH2:51][NH2:52])[CH2:49][CH2:48][O:47][CH2:46]1. (3) Given the product [Cl:17][CH2:18][C:19]([C:7]1[CH:8]=[CH:9][CH:10]=[C:11]2[C:16]=1[N:15]=[CH:14][CH:13]=[CH:12]2)=[O:20], predict the reactants needed to synthesize it. The reactants are: [Li]CCCC.Br[C:7]1[CH:8]=[CH:9][CH:10]=[C:11]2[C:16]=1[N:15]=[CH:14][CH:13]=[CH:12]2.[Cl:17][CH2:18][C:19](N(OC)C)=[O:20].Cl.C([O-])(O)=O.[Na+].